Dataset: Catalyst prediction with 721,799 reactions and 888 catalyst types from USPTO. Task: Predict which catalyst facilitates the given reaction. (1) The catalyst class is: 1. Product: [Cl:4][C:5]1[CH:10]=[CH:9][C:8]([C@@H:27]([C:28]2[CH:29]=[N:30][CH:31]=[C:32]([C:34]([F:36])([F:37])[F:35])[CH:33]=2)[CH2:26][C:25]([N:20]2[C@H:19]([C:13]3[CH:18]=[CH:17][CH:16]=[CH:15][CH:14]=3)[CH2:23][O:22][C:21]2=[O:24])=[O:38])=[CH:7][CH:6]=1. Reactant: CSC.[Cl:4][C:5]1[CH:10]=[CH:9][C:8]([Mg]Br)=[CH:7][CH:6]=1.[C:13]1([C@@H:19]2[CH2:23][O:22][C:21](=[O:24])[N:20]2[C:25](=[O:38])/[CH:26]=[CH:27]/[C:28]2[CH:29]=[N:30][CH:31]=[C:32]([C:34]([F:37])([F:36])[F:35])[CH:33]=2)[CH:18]=[CH:17][CH:16]=[CH:15][CH:14]=1. (2) Reactant: [CH2:1]([O:8][C:9]1[CH:10]=[CH:11][C:12](/[CH:22]=[CH:23]/[N+:24]([O-])=O)=[C:13]([C:15]2[CH:20]=[CH:19][CH:18]=[C:17]([F:21])[CH:16]=2)[CH:14]=1)[C:2]1[CH:7]=[CH:6][CH:5]=[CH:4][CH:3]=1.[H-].[H-].[H-].[H-].[Li+].[Al+3]. Product: [CH2:1]([O:8][C:9]1[CH:10]=[CH:11][C:12]([CH2:22][CH2:23][NH2:24])=[C:13]([C:15]2[CH:20]=[CH:19][CH:18]=[C:17]([F:21])[CH:16]=2)[CH:14]=1)[C:2]1[CH:3]=[CH:4][CH:5]=[CH:6][CH:7]=1. The catalyst class is: 1. (3) Reactant: [C:1]([Si:3]([CH:10]([CH3:12])[CH3:11])([CH:7]([CH3:9])[CH3:8])[CH:4]([CH3:6])[CH3:5])#[CH:2].[Li]CCCC.[CH3:18][N:19]1[CH2:23][CH2:22][C:21](=[O:24])[CH2:20]1. Product: [CH3:18][N:19]1[CH2:23][CH2:22][C:21]([C:2]#[C:1][Si:3]([CH:7]([CH3:9])[CH3:8])([CH:4]([CH3:6])[CH3:5])[CH:10]([CH3:12])[CH3:11])([OH:24])[CH2:20]1. The catalyst class is: 765. (4) Reactant: [CH3:1][N:2]1[C:6]([C:7]2[CH:8]=[C:9]([C:12]([OH:14])=O)[O:10][CH:11]=2)=[CH:5][CH:4]=[N:3]1.[NH2:15][C@@H:16]([CH2:29][C:30]1[CH:35]=[CH:34][CH:33]=[CH:32][C:31]=1[C:36]([F:39])([F:38])[F:37])[CH2:17][N:18]1[C:26](=[O:27])[C:25]2[C:20](=[CH:21][CH:22]=[CH:23][CH:24]=2)[C:19]1=[O:28].C(N(CC)C(C)C)(C)C.F[P-](F)(F)(F)(F)F.Br[P+](N1CCCC1)(N1CCCC1)N1CCCC1. Product: [O:27]=[C:26]1[C:25]2[C:20](=[CH:21][CH:22]=[CH:23][CH:24]=2)[C:19](=[O:28])[N:18]1[CH2:17][C@@H:16]([NH:15][C:12]([C:9]1[O:10][CH:11]=[C:7]([C:6]2[N:2]([CH3:1])[N:3]=[CH:4][CH:5]=2)[CH:8]=1)=[O:14])[CH2:29][C:30]1[CH:35]=[CH:34][CH:33]=[CH:32][C:31]=1[C:36]([F:38])([F:37])[F:39]. The catalyst class is: 2. (5) Reactant: [NH:1]1[C:9]2[C:4](=[CH:5][CH:6]=[CH:7][CH:8]=2)[C:3]([C:10]2[N:11]=[N:12][N:13]([C:15]3[CH:20]=[CH:19][C:18]([CH2:21][NH2:22])=[CH:17][CH:16]=3)[CH:14]=2)=[N:2]1.[C:23](Cl)(=[O:25])[CH3:24]. Product: [NH:1]1[C:9]2[C:4](=[CH:5][CH:6]=[CH:7][CH:8]=2)[C:3]([C:10]2[N:11]=[N:12][N:13]([C:15]3[CH:20]=[CH:19][C:18]([CH2:21][NH:22][C:23](=[O:25])[CH3:24])=[CH:17][CH:16]=3)[CH:14]=2)=[N:2]1. The catalyst class is: 85.